Dataset: Reaction yield outcomes from USPTO patents with 853,638 reactions. Task: Predict the reaction yield, written as a fraction of the theoretical maximum amount of product (1.0 means a 100% yield; for example, 0.34 means a 34% yield). (1) The reactants are [C:1](=[O:4])([O-])[O-].[K+].[K+].O=[C:8]1[CH2:12][N:11]([C:13]([O:15][C:16]([CH3:19])([CH3:18])[CH3:17])=[O:14])[C@H:10]([C:20]([O:22][CH3:23])=[O:21])[CH2:9]1.[N+](=[C:26](P(=O)(OC)OC)C(=O)C)=[N-]. The catalyst is CO. The product is [CH3:26][O:4]/[CH:1]=[C:8]1\[CH2:9][C@@H:10]([C:20]([O:22][CH3:23])=[O:21])[N:11]([C:13]([O:15][C:16]([CH3:19])([CH3:18])[CH3:17])=[O:14])[CH2:12]\1. The yield is 0.170. (2) The reactants are C([O:3][C:4]([CH:6]1[CH:10]([C:11]2[CH:16]=[CH:15][C:14]([Cl:17])=[C:13]([Cl:18])[CH:12]=2)[CH2:9][N:8]([CH2:19][C:20]2[CH:25]=[CH:24][CH:23]=[CH:22][CH:21]=2)[CH2:7]1)=O)C.[H-].[H-].[H-].[H-].[Li+].[Al+3]. The catalyst is C1COCC1. The product is [CH2:19]([N:8]1[CH2:9][CH:10]([C:11]2[CH:16]=[CH:15][C:14]([Cl:17])=[C:13]([Cl:18])[CH:12]=2)[CH:6]([CH2:4][OH:3])[CH2:7]1)[C:20]1[CH:21]=[CH:22][CH:23]=[CH:24][CH:25]=1. The yield is 0.790. (3) The reactants are Cl[C:2]1[C:3]2[CH:20]=[CH:19][C:18](=[O:21])[N:17]([C:22]3[C:27]([F:28])=[CH:26][CH:25]=[CH:24][C:23]=3[F:29])[C:4]=2[N:5]=[C:6]([NH:8][CH2:9][CH2:10][CH2:11][N:12]([CH2:15][CH3:16])[CH2:13][CH3:14])[N:7]=1.CC1(C)C(C)(C)OB([C:38]2[CH:39]=[C:40]([CH:44]=[CH:45][CH:46]=2)[C:41]([OH:43])=[O:42])O1.C(=O)([O-])[O-].[K+].[K+]. The catalyst is O1CCOCC1.O.C1C=CC([P]([Pd]([P](C2C=CC=CC=2)(C2C=CC=CC=2)C2C=CC=CC=2)([P](C2C=CC=CC=2)(C2C=CC=CC=2)C2C=CC=CC=2)[P](C2C=CC=CC=2)(C2C=CC=CC=2)C2C=CC=CC=2)(C2C=CC=CC=2)C2C=CC=CC=2)=CC=1. The product is [CH2:13]([N:12]([CH2:15][CH3:16])[CH2:11][CH2:10][CH2:9][NH:8][C:6]1[N:7]=[C:2]([C:38]2[CH:39]=[C:40]([CH:44]=[CH:45][CH:46]=2)[C:41]([OH:43])=[O:42])[C:3]2[CH:20]=[CH:19][C:18](=[O:21])[N:17]([C:22]3[C:27]([F:28])=[CH:26][CH:25]=[CH:24][C:23]=3[F:29])[C:4]=2[N:5]=1)[CH3:14]. The yield is 0.320. (4) The reactants are C(OC([N:8]1[CH2:13][CH:12]=[C:11]([C:14]2[CH:15]=[CH:16][C:17]3[O:26][CH2:25][CH2:24][C:23]4[N:19]([N:20]=[C:21]([C:27]5[N:28]([CH2:32][C:33]([F:36])([F:35])[F:34])[N:29]=[CH:30][N:31]=5)[CH:22]=4)[C:18]=3[CH:37]=2)[CH2:10][CH2:9]1)=O)(C)(C)C.Cl.C(OCC)C. The catalyst is [Pd]. The product is [NH:8]1[CH2:13][CH2:12][CH:11]([C:14]2[CH:15]=[CH:16][C:17]3[O:26][CH2:25][CH2:24][C:23]4[N:19]([N:20]=[C:21]([C:27]5[N:28]([CH2:32][C:33]([F:35])([F:34])[F:36])[N:29]=[CH:30][N:31]=5)[CH:22]=4)[C:18]=3[CH:37]=2)[CH2:10][CH2:9]1. The yield is 0.740. (5) The reactants are Cl[C:2]1[N:7]=[CH:6][N:5]=[C:4]2[C:8]3[C:9](=[N:11][C:12]([N:21]4[CH2:25][CH2:24][CH2:23][CH2:22]4)=[C:13]4[CH2:18][O:17][C:16]([CH3:20])([CH3:19])[CH2:15][C:14]=34)[S:10][C:3]=12.[CH3:26][O:27][C:28]1[C:35]([O:36][CH3:37])=[CH:34][CH:33]=[CH:32][C:29]=1[CH2:30][NH2:31]. The catalyst is C(O)C. The product is [CH3:26][O:27][C:28]1[C:35]([O:36][CH3:37])=[CH:34][CH:33]=[CH:32][C:29]=1[CH2:30][NH:31][C:2]1[N:7]=[CH:6][N:5]=[C:4]2[C:8]3[C:9](=[N:11][C:12]([N:21]4[CH2:25][CH2:24][CH2:23][CH2:22]4)=[C:13]4[CH2:18][O:17][C:16]([CH3:20])([CH3:19])[CH2:15][C:14]=34)[S:10][C:3]=12. The yield is 0.790. (6) The reactants are Cl[C:2]1[N:7]=[CH:6][N:5]=[C:4]([NH:8][C:9]2[CH:14]=[CH:13][C:12]([N:15]3[CH2:20][CH2:19][O:18][CH2:17][CH2:16]3)=[CH:11][CH:10]=2)[CH:3]=1.[CH:21]1([NH2:27])[CH2:26][CH2:25][CH2:24][CH2:23][CH2:22]1.CCN(C(C)C)C(C)C. The catalyst is CCCCO. The product is [CH:21]1([NH:27][C:2]2[CH:3]=[C:4]([NH:8][C:9]3[CH:14]=[CH:13][C:12]([N:15]4[CH2:20][CH2:19][O:18][CH2:17][CH2:16]4)=[CH:11][CH:10]=3)[N:5]=[CH:6][N:7]=2)[CH2:26][CH2:25][CH2:24][CH2:23][CH2:22]1. The yield is 0.440. (7) The reactants are [C:1]12([C:11]3[CH:12]=[C:13]([CH:16]=[CH:17][C:18]=3[O:19][CH3:20])[CH:14]=O)[CH2:10][CH:5]3[CH2:6][CH:7]([CH2:9][CH:3]([CH2:4]3)[CH2:2]1)[CH2:8]2.[CH3:21]OP(C(=[N+]=[N-])C(=O)C)(=O)OC.C([O-])([O-])=O.[K+].[K+]. The catalyst is CO. The product is [C:1]12([C:11]3[CH:12]=[C:13]([C:14]#[CH:21])[CH:16]=[CH:17][C:18]=3[O:19][CH3:20])[CH2:8][CH:7]3[CH2:9][CH:3]([CH2:4][CH:5]([CH2:6]3)[CH2:10]1)[CH2:2]2. The yield is 0.420.